From a dataset of Reaction yield outcomes from USPTO patents with 853,638 reactions. Predict the reaction yield, written as a fraction of the theoretical maximum amount of product (1.0 means a 100% yield; for example, 0.34 means a 34% yield). (1) The reactants are [F:1][CH:2]([F:6])[C:3](F)=O.[N:7]1([CH:13]=[CH:14][C:15]([O:17]C)=[O:16])CCCC[CH2:8]1.[F-].[K+].C[NH:22]N.[OH-].[Na+]. The catalyst is C1(C)C=CC=CC=1. The product is [F:1][CH:2]([F:6])[C:3]1[C:14]([C:15]([OH:17])=[O:16])=[CH:13][N:7]([CH3:8])[N:22]=1. The yield is 0.880. (2) The reactants are [N+:1]([C:4]1[CH:9]=[CH:8][N+:7]([O-:10])=[CH:6][CH:5]=1)([O-:3])=[O:2].Cl[CH2:12][S:13]([C:16]1[CH:21]=[CH:20][CH:19]=[CH:18][CH:17]=1)(=[O:15])=[O:14].[OH-].[K+].Cl. The catalyst is CS(C)=O.O. The product is [N+:1]([C:4]1[CH:9]=[CH:8][N+:7]([O-:10])=[CH:6][C:5]=1[CH2:12][S:13]([C:16]1[CH:21]=[CH:20][CH:19]=[CH:18][CH:17]=1)(=[O:15])=[O:14])([O-:3])=[O:2]. The yield is 0.410. (3) The yield is 0.200. The reactants are Br[C:2]1[CH:9]=[C:8]([N:10]2[C:18]3[CH2:17][C:16]([CH3:20])([CH3:19])[CH2:15][C:14](=[O:21])[C:13]=3[C:12]([CH3:22])=[CH:11]2)[CH:7]=[CH:6][C:3]=1[C:4]#[N:5].[CH3:23][O:24][C:25]1[CH:26]=[C:27]([CH:29]=[C:30]([O:34][CH3:35])[C:31]=1[O:32][CH3:33])[NH2:28].CC(C)([O-:39])C.[Na+]. The catalyst is C1(C)C=CC=CC=1.C([O-])(=O)C.[Pd+2].C([O-])(=O)C.C1(P(C2C=CC=CC=2)[C-]2C=CC=C2)C=CC=CC=1.[C-]1(P(C2C=CC=CC=2)C2C=CC=CC=2)C=CC=C1.[Fe+2]. The product is [CH3:35][O:34][C:30]1[CH:29]=[C:27]([NH:28][C:2]2[CH:9]=[C:8]([N:10]3[C:18]4[CH2:17][C:16]([CH3:20])([CH3:19])[CH2:15][C:14](=[O:21])[C:13]=4[C:12]([CH3:22])=[CH:11]3)[CH:7]=[CH:6][C:3]=2[C:4]([NH2:5])=[O:39])[CH:26]=[C:25]([O:24][CH3:23])[C:31]=1[O:32][CH3:33]. (4) The reactants are [CH3:1][C:2](=O)[CH2:3][CH3:4].Cl.[Br:7][C:8]1[CH:13]=[CH:12][C:11]([NH:14]N)=[CH:10][CH:9]=1. The catalyst is CCO. The product is [Br:7][C:8]1[CH:13]=[C:12]2[C:11](=[CH:10][CH:9]=1)[NH:14][C:3]([CH3:4])=[C:2]2[CH3:1]. The yield is 0.670. (5) The reactants are [NH2:1][C:2]1[CH:6]=[C:5]([C:7]([CH3:11])([CH3:10])[CH2:8][OH:9])[O:4][N:3]=1.C(C1C=C(N[C:21](=[O:29])[O:22][C:23]2[CH:28]=[CH:27][CH:26]=[CH:25][CH:24]=2)ON=1)(C)C. No catalyst specified. The product is [OH:9][CH2:8][C:7]([C:5]1[O:4][N:3]=[C:2]([NH:1][C:21](=[O:29])[O:22][C:23]2[CH:28]=[CH:27][CH:26]=[CH:25][CH:24]=2)[CH:6]=1)([CH3:11])[CH3:10]. The yield is 0.720.